This data is from Catalyst prediction with 721,799 reactions and 888 catalyst types from USPTO. The task is: Predict which catalyst facilitates the given reaction. (1) Reactant: Cl.Cl.[Cl:3][C:4]1[CH:5]=[CH:6][C:7]2[N:13]=[C:12]([N:14]3[CH2:19][CH2:18][N:17]([CH2:20][C:21]([CH3:26])([CH3:25])[C:22]([OH:24])=[O:23])[CH2:16][CH2:15]3)[C:11]3=[CH:27][C:28]([CH2:30][CH3:31])=[CH:29][N:10]3[CH2:9][C:8]=2[CH:32]=1.CO. Product: [Cl:3][C:4]1[CH:5]=[CH:6][C:7]2[N:13]=[C:12]([N:14]3[CH2:15][CH2:16][N:17]([CH2:20][C:21]([CH3:26])([CH3:25])[C:22]([OH:24])=[O:23])[CH2:18][CH2:19]3)[C:11]3=[CH:27][C:28]([CH2:30][CH3:31])=[CH:29][N:10]3[CH2:9][C:8]=2[CH:32]=1. The catalyst class is: 6. (2) Reactant: [CH3:1][C:2]1[CH:7]=[CH:6][N:5]=[CH:4][C:3]=1[N:8]1[CH2:12][CH2:11][NH:10][C:9]1=[O:13].Br[C:15]1[S:16][C:17]([C:20]([F:23])([F:22])[F:21])=[CH:18][CH:19]=1.N[C@@H]1CCCC[C@H]1N.P([O-])([O-])([O-])=O.[K+].[K+].[K+]. Product: [CH3:1][C:2]1[CH:7]=[CH:6][N:5]=[CH:4][C:3]=1[N:8]1[CH2:12][CH2:11][N:10]([C:15]2[S:16][C:17]([C:20]([F:23])([F:22])[F:21])=[CH:18][CH:19]=2)[C:9]1=[O:13]. The catalyst class is: 246. (3) Product: [CH2:1]([O:8][CH2:9][CH2:10][O:11][C:12]1[CH:18]=[CH:17][C:15]([NH:16][C:31](=[O:32])[CH2:30][C:27]2[CH:28]=[CH:29][C:24]([Br:23])=[C:25]([F:35])[C:26]=2[F:34])=[CH:14][C:13]=1[C:19]([F:20])([F:21])[F:22])[C:2]1[CH:3]=[CH:4][CH:5]=[CH:6][CH:7]=1. The catalyst class is: 2. Reactant: [CH2:1]([O:8][CH2:9][CH2:10][O:11][C:12]1[CH:18]=[CH:17][C:15]([NH2:16])=[CH:14][C:13]=1[C:19]([F:22])([F:21])[F:20])[C:2]1[CH:7]=[CH:6][CH:5]=[CH:4][CH:3]=1.[Br:23][C:24]1[CH:29]=[CH:28][C:27]([CH2:30][C:31](O)=[O:32])=[C:26]([F:34])[C:25]=1[F:35].CCN(C(C)C)C(C)C.CN(C(ON1N=NC2C=CC=NC1=2)=[N+](C)C)C.F[P-](F)(F)(F)(F)F.C([O-])(O)=O.[Na+]. (4) Reactant: [F:1][C:2]1[CH:11]=[CH:10][CH:9]=[C:8]2[C:3]=1[CH:4]=[CH:5][C:6]([N:12]1[CH2:17][CH2:16][N:15](C(=O)C(F)(F)F)[C@H:14]([CH3:24])[CH2:13]1)=[CH:7]2.[BH4-].[Na+]. Product: [F:1][C:2]1[CH:11]=[CH:10][CH:9]=[C:8]2[C:3]=1[CH:4]=[CH:5][C:6]([N:12]1[CH2:17][CH2:16][NH:15][C@H:14]([CH3:24])[CH2:13]1)=[CH:7]2. The catalyst class is: 5.